This data is from Catalyst prediction with 721,799 reactions and 888 catalyst types from USPTO. The task is: Predict which catalyst facilitates the given reaction. (1) Reactant: [CH:1]1([C:11]([O:13]C)=[O:12])[CH2:6][CH2:5][CH:4]([C:7]([O:9][CH3:10])=[O:8])[CH2:3][CH2:2]1.[OH-].[Li+]. Product: [CH3:10][O:9][C:7]([CH:4]1[CH2:5][CH2:6][CH:1]([C:11]([OH:13])=[O:12])[CH2:2][CH2:3]1)=[O:8]. The catalyst class is: 193. (2) Reactant: [OH:1][C:2]1[C:7]2[CH:8]=[CH:9][C:10]([OH:12])=[CH:11][C:6]=2[O:5][C:4](=[O:13])[CH:3]=1.[N+:14]([C:17]1[CH:18]=[C:19]([CH:22]=[CH:23][CH:24]=1)[CH:20]=O)([O-:16])=[O:15].C(N(CC)CC)C.C(O)=O.Cl. Product: [OH:1][C:2]1[C:7]2[CH:8]=[CH:9][C:10]([OH:12])=[CH:11][C:6]=2[O:5][C:4](=[O:13])[C:3]=1[CH2:20][C:19]1[CH:22]=[CH:23][CH:24]=[C:17]([N+:14]([O-:16])=[O:15])[CH:18]=1. The catalyst class is: 13.